Dataset: Full USPTO retrosynthesis dataset with 1.9M reactions from patents (1976-2016). Task: Predict the reactants needed to synthesize the given product. (1) Given the product [C:5]([C:19]1([NH:7][C:8]2[CH:17]=[CH:16][C:11]([C:12]([NH:14][CH3:15])=[O:13])=[C:10]([F:18])[CH:9]=2)[CH2:22][CH2:21][CH2:20]1)#[N:6], predict the reactants needed to synthesize it. The reactants are: [Si]([C:5]#[N:6])(C)(C)C.[NH2:7][C:8]1[CH:17]=[CH:16][C:11]([C:12]([NH:14][CH3:15])=[O:13])=[C:10]([F:18])[CH:9]=1.[C:19]1(=O)[CH2:22][CH2:21][CH2:20]1. (2) Given the product [CH:16]([Si:15]([CH:22]([CH3:24])[CH3:23])([CH:19]([CH3:21])[CH3:20])[O:14][CH2:13][C:11]1[CH:12]=[C:7]([C:26]([OH:27])([CH3:28])[CH3:25])[CH:8]=[N:9][CH:10]=1)([CH3:18])[CH3:17], predict the reactants needed to synthesize it. The reactants are: [Li]CCCC.Br[C:7]1[CH:8]=[N:9][CH:10]=[C:11]([CH2:13][O:14][Si:15]([CH:22]([CH3:24])[CH3:23])([CH:19]([CH3:21])[CH3:20])[CH:16]([CH3:18])[CH3:17])[CH:12]=1.[CH3:25][C:26]([CH3:28])=[O:27]. (3) Given the product [Cl:22][C:4]1[CH:3]=[C:2]([NH:1][C:25](=[O:26])[C:24]([F:35])([F:34])[F:23])[CH:21]=[CH:20][C:5]=1[CH2:6][CH:7]1[CH2:11][CH2:10][N:9]([CH:12]2[CH2:17][CH2:16][C:15](=[O:18])[CH2:14][CH2:13]2)[C:8]1=[O:19], predict the reactants needed to synthesize it. The reactants are: [NH2:1][C:2]1[CH:21]=[CH:20][C:5]([CH2:6][CH:7]2[CH2:11][CH2:10][N:9]([CH:12]3[CH2:17][CH2:16][C:15](=[O:18])[CH2:14][CH2:13]3)[C:8]2=[O:19])=[C:4]([Cl:22])[CH:3]=1.[F:23][C:24]([F:35])([F:34])[C:25](O[C:25](=[O:26])[C:24]([F:35])([F:34])[F:23])=[O:26].ClCCl. (4) Given the product [CH:1]1([CH2:4][O:5][C:6]2[CH:7]=[C:8]([F:15])[C:9]([CH2:10][O:11][C:29]([N:26]3[CH2:27][CH2:28][N:23]([C:21]([O:20][C:16]([CH3:18])([CH3:17])[CH3:19])=[O:22])[CH2:24][C@H:25]3[CH2:32][CH3:33])=[O:30])=[C:12]([F:14])[CH:13]=2)[CH2:3][CH2:2]1, predict the reactants needed to synthesize it. The reactants are: [CH:1]1([CH2:4][O:5][C:6]2[CH:13]=[C:12]([F:14])[C:9]([CH2:10][OH:11])=[C:8]([F:15])[CH:7]=2)[CH2:3][CH2:2]1.[C:16]([O:20][C:21]([N:23]1[CH2:28][CH2:27][N:26]([C:29](Cl)=[O:30])[C@H:25]([CH2:32][CH3:33])[CH2:24]1)=[O:22])([CH3:19])([CH3:18])[CH3:17].[H-].[Na+]. (5) Given the product [CH3:34][N:29]([CH2:30][CH2:32][N:14]1[C:15]2[C:11](=[CH:10][CH:9]=[C:8]([C:2]3([OH:1])[CH2:7][CH2:6][S:5][CH2:4][CH2:3]3)[CH:16]=2)[CH:12]=[CH:13]1)[CH3:27], predict the reactants needed to synthesize it. The reactants are: [OH:1][C:2]1([C:8]2[CH:16]=[C:15]3[C:11]([CH:12]=[CH:13][NH:14]3)=[CH:10][CH:9]=2)[CH2:7][CH2:6][S:5][CH2:4][CH2:3]1.BrC1C=C2C(C=C([CH:27]([NH:29][CH:30]3[CH2:32]C3)C)N2)=CC=1.[Li][CH2:34]CCC.S1CCC(=O)CC1. (6) Given the product [NH2:1][CH2:2][C@@:3]1([CH2:11][C:12]([OH:14])=[O:13])[CH2:9][C@@:8]2([CH3:10])[C@H:4]1[CH:5]=[CH:6][CH2:7]2, predict the reactants needed to synthesize it. The reactants are: [NH2:1][CH2:2][C@@:3]1([CH2:11][C:12]([O:14]C(C)(C)C)=[O:13])[CH2:9][C@@:8]2([CH3:10])[C@@H:4]1[CH:5]=[CH:6][CH2:7]2. (7) Given the product [CH2:1]([NH:3][CH2:4][C:5]1[CH:10]=[C:9]([C:21]2[CH:22]=[C:23]3[C:27](=[C:28]([C:30]([NH2:32])=[O:31])[CH:29]=2)[NH:26][CH:25]=[C:24]3[CH:33]2[CH2:34][CH2:35][N:36]([S:39]([CH2:42][CH3:43])(=[O:40])=[O:41])[CH2:37][CH2:38]2)[CH:8]=[N:7][CH:6]=1)[CH3:2], predict the reactants needed to synthesize it. The reactants are: [CH2:1]([NH:3][CH2:4][C:5]1[CH:6]=[N:7][CH:8]=[C:9](B2OC(C)(C)C(C)(C)O2)[CH:10]=1)[CH3:2].Br[C:21]1[CH:22]=[C:23]2[C:27](=[C:28]([C:30]([NH2:32])=[O:31])[CH:29]=1)[NH:26][CH:25]=[C:24]2[CH:33]1[CH2:38][CH2:37][N:36]([S:39]([CH2:42][CH3:43])(=[O:41])=[O:40])[CH2:35][CH2:34]1.C(=O)([O-])[O-].[K+].[K+].